Predict the reaction yield, written as a fraction of the theoretical maximum amount of product (1.0 means a 100% yield; for example, 0.34 means a 34% yield). From a dataset of Reaction yield outcomes from USPTO patents with 853,638 reactions. (1) The reactants are [Br:1][CH2:2][CH2:3][CH2:4][OH:5].C(C1C=CC=C(C(C)(C)C)N=1)(C)(C)C.FC(F)(F)S(OS(C(F)(F)F)(=O)=O)(=O)=O.O[CH2:36][C@H:37]1[CH2:42][CH2:41][C@H:40]([N:43]([CH3:57])[S:44]([C:47]2[CH:52]=[CH:51][C:50]([C:53]([F:56])([F:55])[F:54])=[CH:49][CH:48]=2)(=[O:46])=[O:45])[CH2:39][CH2:38]1. The catalyst is C(Cl)Cl.[N+](C)([O-])=O. The product is [Br:1][CH2:2][CH2:3][CH2:4][O:5][CH2:36][C@H:37]1[CH2:38][CH2:39][C@H:40]([N:43]([CH3:57])[S:44]([C:47]2[CH:48]=[CH:49][C:50]([C:53]([F:56])([F:54])[F:55])=[CH:51][CH:52]=2)(=[O:45])=[O:46])[CH2:41][CH2:42]1. The yield is 0.640. (2) The product is [NH2:20][C:21]1[N:22]=[CH:23][N:24]=[C:25]([O:18][C:10]2[C:9]([F:19])=[C:8]([C:5]3[CH:4]=[N:3][C:2]([NH2:1])=[N:7][CH:6]=3)[CH:13]=[CH:12][C:11]=2[CH:14]2[CH2:15][CH2:16][CH2:17]2)[CH:26]=1. The reactants are [NH2:1][C:2]1[N:7]=[CH:6][C:5]([C:8]2[C:9]([F:19])=[C:10]([OH:18])[C:11]([CH:14]3[CH2:17][CH2:16][CH2:15]3)=[CH:12][CH:13]=2)=[CH:4][N:3]=1.[NH2:20][C:21]1[CH:26]=[C:25](Cl)[N:24]=[CH:23][N:22]=1.C([O-])([O-])=O.[K+].[K+].C1OCCOCCOCCOCCOCCOC1. The yield is 0.350. The catalyst is CC(N(C)C)=O. (3) The reactants are CON(C)[C:4]([C:6]1[CH:10]=[C:9]([CH:11]2[CH2:13][CH2:12]2)[O:8][N:7]=1)=[O:5].[CH3:15][Mg]Br. No catalyst specified. The product is [CH:11]1([C:9]2[O:8][N:7]=[C:6]([C:4](=[O:5])[CH3:15])[CH:10]=2)[CH2:12][CH2:13]1. The yield is 0.740. (4) The reactants are [C:1]([C:4]1[CH:9]=[CH:8][C:7]([CH2:10][C:11]([O:13][CH2:14][C:15]2[CH:20]=[CH:19][C:18]([N+:21]([O-:23])=[O:22])=[CH:17][CH:16]=2)=[O:12])=[C:6]([NH:24][C:25]([O:27][CH2:28][CH:29]=[CH2:30])=[O:26])[CH:5]=1)(=[O:3])[CH3:2].C[Si](OS(C(F)(F)F)(=O)=O)(C)C.C([O:46][C@@H:47]1[C@@H:50]([C@H:51]([O:53][Si:54]([C:57]([CH3:60])([CH3:59])[CH3:58])([CH3:56])[CH3:55])[CH3:52])[C:49](=O)[NH:48]1)(=O)C.S([O-])(O)(=O)=O.[K+]. The catalyst is ClCCl.[Cl-].[Na+].O.[I-].[Zn+2].[I-].CCOCC.C(N(CC)CC)C. The product is [CH2:28]([O:27][C:25]([NH:24][C:6]1[CH:5]=[C:4]([C:1](=[O:3])[CH2:2][C@@H:49]2[C@@H:50]([C@H:51]([O:53][Si:54]([C:57]([CH3:60])([CH3:59])[CH3:58])([CH3:55])[CH3:56])[CH3:52])[C:47](=[O:46])[NH:48]2)[CH:9]=[CH:8][C:7]=1[CH2:10][C:11]([O:13][CH2:14][C:15]1[CH:20]=[CH:19][C:18]([N+:21]([O-:23])=[O:22])=[CH:17][CH:16]=1)=[O:12])=[O:26])[CH:29]=[CH2:30]. The yield is 0.700. (5) The reactants are Cl[C:2]1[N:3]([CH2:25][CH:26]2[CH2:28][CH2:27]2)[C:4]2[C:9]([N:10]=1)=[C:8]([N:11]1[CH2:16][CH2:15][O:14][CH2:13][CH2:12]1)[N:7]=[C:6]([C:17]1[C:18]([CH3:24])=[N:19][C:20]([NH2:23])=[N:21][CH:22]=1)[N:5]=2.[NH:29]1[CH2:34][CH2:33][CH:32]([CH2:35][OH:36])[CH2:31][CH2:30]1. The catalyst is CN1CCCC1=O. The product is [NH2:23][C:20]1[N:19]=[C:18]([CH3:24])[C:17]([C:6]2[N:5]=[C:4]3[C:9]([N:10]=[C:2]([N:29]4[CH2:34][CH2:33][CH:32]([CH2:35][OH:36])[CH2:31][CH2:30]4)[N:3]3[CH2:25][CH:26]3[CH2:28][CH2:27]3)=[C:8]([N:11]3[CH2:16][CH2:15][O:14][CH2:13][CH2:12]3)[N:7]=2)=[CH:22][N:21]=1. The yield is 0.580.